Dataset: Reaction yield outcomes from USPTO patents with 853,638 reactions. Task: Predict the reaction yield, written as a fraction of the theoretical maximum amount of product (1.0 means a 100% yield; for example, 0.34 means a 34% yield). (1) The reactants are [CH3:1][N:2]1[C:6]([C:7]([F:10])([F:9])[F:8])=[CH:5][C:4]([NH:11][C:12](=[O:20])OC2C=CC=CC=2)=[N:3]1.[CH3:21][O:22][C:23]1[CH:24]=[C:25]2[C:30](=[CH:31][C:32]=1[O:33][CH3:34])[N:29]=[CH:28][N:27]=[C:26]2[O:35][C:36]1[CH:37]=[C:38]([CH:40]=[CH:41][CH:42]=1)[NH2:39].C(N(CC)C(C)C)(C)C. The catalyst is C1COCC1. The product is [CH3:21][O:22][C:23]1[CH:24]=[C:25]2[C:30](=[CH:31][C:32]=1[O:33][CH3:34])[N:29]=[CH:28][N:27]=[C:26]2[O:35][C:36]1[CH:37]=[C:38]([NH:39][C:12]([NH:11][C:4]2[CH:5]=[C:6]([C:7]([F:8])([F:9])[F:10])[N:2]([CH3:1])[N:3]=2)=[O:20])[CH:40]=[CH:41][CH:42]=1. The yield is 0.210. (2) The reactants are [CH2:1]([O:8][C:9]1[CH:14]=[CH:13][C:12](B(O)O)=[CH:11][C:10]=1[F:18])[C:2]1[CH:7]=[CH:6][CH:5]=[CH:4][CH:3]=1.Br[C:20]1[CH:25]=[CH:24][C:23]([Br:26])=[CH:22][N:21]=1.C([O-])([O-])=O.[Na+].[Na+].CCO. The catalyst is C1(C)C=CC=CC=1.C1C=CC([P]([Pd]([P](C2C=CC=CC=2)(C2C=CC=CC=2)C2C=CC=CC=2)([P](C2C=CC=CC=2)(C2C=CC=CC=2)C2C=CC=CC=2)[P](C2C=CC=CC=2)(C2C=CC=CC=2)C2C=CC=CC=2)(C2C=CC=CC=2)C2C=CC=CC=2)=CC=1. The product is [Br:26][C:23]1[CH:24]=[CH:25][C:20]([C:12]2[CH:13]=[CH:14][C:9]([O:8][CH2:1][C:2]3[CH:7]=[CH:6][CH:5]=[CH:4][CH:3]=3)=[C:10]([F:18])[CH:11]=2)=[N:21][CH:22]=1. The yield is 0.770. (3) The yield is 0.830. The reactants are C(OC(N1CC(OC2[C:23]3[C:18](=[CH:19][C:20]([O:24][CH3:25])=[CH:21][CH:22]=3)C=CN=2)CC1C(O)=O)=O)(C)(C)C.C1([B:35]([OH:37])[OH:36])C=CC=CC=1.CC(C)([O-])C.[Na+]. The catalyst is C1COCC1. The product is [CH3:25][O:24][C:20]1[CH:21]=[CH:22][C:23]([B:35]([OH:37])[OH:36])=[CH:18][CH:19]=1. (4) The reactants are [CH3:1][O:2][C:3](=[O:17])[C:4]1[CH:9]=[C:8]([S:10](=[O:15])(=[O:14])[N:11]([CH3:13])[CH3:12])[N:7]=[C:6](Cl)[CH:5]=1.C1(P(C2C=CC=CC=2)C2C=CC3C(=CC=CC=3)C=2C2C3C(=CC=CC=3)C=CC=2P(C2C=CC=CC=2)C2C=CC=CC=2)C=CC=CC=1.C(=O)([O-])[O-].[Cs+].[Cs+].[C@@H:70]([NH2:74])([CH2:72][CH3:73])[CH3:71]. The product is [CH3:1][O:2][C:3](=[O:17])[C:4]1[CH:9]=[C:8]([S:10](=[O:15])(=[O:14])[N:11]([CH3:13])[CH3:12])[N:7]=[C:6]([NH:74][C@H:70]([CH2:72][CH3:73])[CH3:71])[CH:5]=1. The catalyst is C([O-])(=O)C.[Pd+2].C([O-])(=O)C.C1(C)C=CC=CC=1. The yield is 0.510. (5) The reactants are O.[O:2]=[CH:3][C@@H:4]([C@H:6]([C@@H:8]([C@@H:10]([CH2:12][OH:13])[OH:11])[OH:9])[OH:7])[OH:5].[C:14]([O-:26])(=[O:25])[CH2:15][C:16]([CH2:21][C:22]([O-:24])=[O:23])([C:18]([O-:20])=[O:19])[OH:17].[NH4+:27].[NH4+].[NH4+]. No catalyst specified. The product is [C:14]([O-:26])(=[O:25])[CH2:15][C:16]([CH2:21][C:22]([O-:24])=[O:23])([C:18]([O-:20])=[O:19])[OH:17].[NH4+:27].[NH4+:27].[NH4+:27].[O:2]=[CH:3][C@@H:4]([C@H:6]([C@@H:8]([C@@H:10]([CH2:12][OH:13])[OH:11])[OH:9])[OH:7])[OH:5]. The yield is 0.150. (6) The reactants are CO.[C:3]([O:7][C:8](=[O:23])[CH2:9][CH2:10][N:11]([CH2:15][C:16]1[S:17][C:18]([CH2:21][CH3:22])=[CH:19][CH:20]=1)[C:12]([NH2:14])=[S:13])([CH3:6])([CH3:5])[CH3:4].CCO[C:27]([CH3:29])=O. No catalyst specified. The product is [C:3]([O:7][C:8](=[O:23])[CH2:9][CH2:10][N:11]([C:12]1[S:13][CH:15]=[C:16]([CH:20]2[CH2:19][CH:18]3[CH2:29][CH:27]2[CH2:22][CH2:21]3)[N:14]=1)[CH2:15][C:16]1[S:17][C:18]([CH2:21][CH3:22])=[CH:19][CH:20]=1)([CH3:5])([CH3:6])[CH3:4]. The yield is 0.840.